Regression. Given two drug SMILES strings and cell line genomic features, predict the synergy score measuring deviation from expected non-interaction effect. From a dataset of NCI-60 drug combinations with 297,098 pairs across 59 cell lines. (1) Drug 1: C1=CC(=CC=C1CCC2=CNC3=C2C(=O)NC(=N3)N)C(=O)NC(CCC(=O)O)C(=O)O. Drug 2: C(=O)(N)NO. Cell line: RPMI-8226. Synergy scores: CSS=58.0, Synergy_ZIP=3.12, Synergy_Bliss=2.13, Synergy_Loewe=-5.16, Synergy_HSA=6.22. (2) Drug 1: CC1=CC=C(C=C1)C2=CC(=NN2C3=CC=C(C=C3)S(=O)(=O)N)C(F)(F)F. Drug 2: CCN(CC)CCCC(C)NC1=C2C=C(C=CC2=NC3=C1C=CC(=C3)Cl)OC. Cell line: SN12C. Synergy scores: CSS=16.9, Synergy_ZIP=1.02, Synergy_Bliss=5.24, Synergy_Loewe=-8.78, Synergy_HSA=2.21. (3) Drug 1: CC1OCC2C(O1)C(C(C(O2)OC3C4COC(=O)C4C(C5=CC6=C(C=C35)OCO6)C7=CC(=C(C(=C7)OC)O)OC)O)O. Drug 2: CN(C(=O)NC(C=O)C(C(C(CO)O)O)O)N=O. Cell line: NCI-H522. Synergy scores: CSS=24.1, Synergy_ZIP=-4.71, Synergy_Bliss=-3.53, Synergy_Loewe=-12.9, Synergy_HSA=-1.67. (4) Drug 1: CC1=C(C=C(C=C1)NC2=NC=CC(=N2)N(C)C3=CC4=NN(C(=C4C=C3)C)C)S(=O)(=O)N.Cl. Drug 2: CN(C)N=NC1=C(NC=N1)C(=O)N. Cell line: MDA-MB-435. Synergy scores: CSS=-10.3, Synergy_ZIP=3.83, Synergy_Bliss=-3.98, Synergy_Loewe=-9.56, Synergy_HSA=-8.87. (5) Drug 1: C(=O)(N)NO. Drug 2: C1CNP(=O)(OC1)N(CCCl)CCCl. Cell line: SF-295. Synergy scores: CSS=4.22, Synergy_ZIP=-0.301, Synergy_Bliss=1.35, Synergy_Loewe=0.277, Synergy_HSA=0.0190.